Dataset: Full USPTO retrosynthesis dataset with 1.9M reactions from patents (1976-2016). Task: Predict the reactants needed to synthesize the given product. (1) Given the product [Br:1][C:2]1[CH:3]=[CH:4][C:5]([O:14][CH3:15])=[C:6]2[C:7]=1[N:18]=[C:17]([C:20]1[CH:21]=[N:22][CH:23]=[CH:24][CH:25]=1)[NH:19][C:11]2=[O:10], predict the reactants needed to synthesize it. The reactants are: [Br:1][C:2]1[C:7]2NC(=O)[O:10][C:11](=O)[C:6]=2[C:5]([O:14][CH3:15])=[CH:4][CH:3]=1.Cl.[C:17]([C:20]1[CH:21]=[N:22][CH:23]=[CH:24][CH:25]=1)(=[NH:19])[NH2:18]. (2) Given the product [CH3:3][CH:2]([O:4][C:5]1[CH:13]=[CH:12][C:8]([C:9]2[O:11][N:51]=[C:34]([C:35]3[CH:43]=[CH:42][CH:41]=[C:40]4[C:36]=3[CH:37]=[CH:38][N:39]4[CH2:44][CH2:45][C:46]([O:48][CH2:49][CH3:50])=[O:47])[N:33]=2)=[CH:7][C:6]=1[C:14]([F:17])([F:16])[F:15])[CH3:1], predict the reactants needed to synthesize it. The reactants are: [CH3:1][CH:2]([O:4][C:5]1[CH:13]=[CH:12][C:8]([C:9]([OH:11])=O)=[CH:7][C:6]=1[C:14]([F:17])([F:16])[F:15])[CH3:3].C(Cl)CCl.C1C=CC2N(O)N=NC=2C=1.O[NH:33][C:34](=[NH:51])[C:35]1[CH:43]=[CH:42][CH:41]=[C:40]2[C:36]=1[CH:37]=[CH:38][N:39]2[CH2:44][CH2:45][C:46]([O:48][CH2:49][CH3:50])=[O:47]. (3) The reactants are: [NH2:1][C:2]1[C:7]([C:8]#[N:9])=[C:6]([C:10]2[CH:15]=[CH:14][C:13]([O:16][CH2:17][CH2:18][OH:19])=[CH:12][CH:11]=2)[C:5]([C:20]#[N:21])=[C:4]([S:22][CH2:23][C:24]2[N:25]=[C:26]([C:29]3[CH:34]=[CH:33][C:32]([Cl:35])=[CH:31][CH:30]=3)[S:27][CH:28]=2)[N:3]=1.[CH3:36][N:37]([CH3:42])[CH2:38][C:39](O)=[O:40].Cl.CN(C)CCCN=C=NCC.[Cl-].[NH4+]. Given the product [CH3:36][N:37]([CH3:42])[CH2:38][C:39]([O:19][CH2:18][CH2:17][O:16][C:13]1[CH:12]=[CH:11][C:10]([C:6]2[C:5]([C:20]#[N:21])=[C:4]([S:22][CH2:23][C:24]3[N:25]=[C:26]([C:29]4[CH:30]=[CH:31][C:32]([Cl:35])=[CH:33][CH:34]=4)[S:27][CH:28]=3)[N:3]=[C:2]([NH2:1])[C:7]=2[C:8]#[N:9])=[CH:15][CH:14]=1)=[O:40], predict the reactants needed to synthesize it.